This data is from Full USPTO retrosynthesis dataset with 1.9M reactions from patents (1976-2016). The task is: Predict the reactants needed to synthesize the given product. (1) Given the product [Cl:1][C:2]1[CH:7]=[C:6]([F:8])[CH:5]=[CH:4][C:3]=1[S:9]([C@H:12]1[CH2:16][N:15]([C:35]([C:32]2([N:26]3[CH2:31][CH2:30][CH2:29][CH2:28][CH2:27]3)[CH2:33][CH2:34]2)=[O:36])[C@H:14]([C:17]([NH:19][C:20]2([C:23]#[N:24])[CH2:22][CH2:21]2)=[O:18])[CH2:13]1)(=[O:10])=[O:11], predict the reactants needed to synthesize it. The reactants are: [Cl:1][C:2]1[CH:7]=[C:6]([F:8])[CH:5]=[CH:4][C:3]=1[S:9]([C@H:12]1[CH2:16][NH:15][C@H:14]([C:17]([NH:19][C:20]2([C:23]#[N:24])[CH2:22][CH2:21]2)=[O:18])[CH2:13]1)(=[O:11])=[O:10].Cl.[N:26]1([C:32]2([C:35](O)=[O:36])[CH2:34][CH2:33]2)[CH2:31][CH2:30][CH2:29][CH2:28][CH2:27]1. (2) Given the product [Br-:12].[CH2:7]([O:6][C:4](=[O:5])[C:2]([CH3:3])=[CH2:1])[CH3:8].[CH3:8][NH+:9]([CH3:10])[CH2:13][CH2:14][CH2:15][CH2:16][CH2:17][CH2:18][CH2:19][CH2:20][CH2:21][CH2:22][CH2:23][CH2:24][CH2:25][CH2:26][CH2:27][CH3:28], predict the reactants needed to synthesize it. The reactants are: [CH3:1][C:2]([C:4]([O:6][CH2:7][CH2:8][N:9](C)[CH3:10])=[O:5])=[CH2:3].[Br:12][CH2:13][CH2:14][CH2:15][CH2:16][CH2:17][CH2:18][CH2:19][CH2:20][CH2:21][CH2:22][CH2:23][CH2:24][CH2:25][CH2:26][CH2:27][CH3:28].